This data is from Forward reaction prediction with 1.9M reactions from USPTO patents (1976-2016). The task is: Predict the product of the given reaction. (1) Given the reactants [F:1][C:2]([F:36])([F:35])[S:3]([O:6][C:7]1[CH:12]=[CH:11][C:10]([C:13]2[N:14]=[N:15][C:16]([NH:19][CH:20]3[CH2:25][C:24]([CH3:27])([CH3:26])[NH:23][C:22]([CH3:29])([CH3:28])[CH2:21]3)=[CH:17][CH:18]=2)=[C:9]([O:30][C:31]([F:34])([F:33])[F:32])[CH:8]=1)(=[O:5])=[O:4].C(O)(=[O:39])C.C(O)(=O)C.IC1C=CC=CC=1, predict the reaction product. The product is: [F:36][C:2]([F:35])([F:1])[S:3]([O:6][C:7]1[CH:8]=[C:9]([O:30][C:31]([F:32])([F:33])[F:34])[C:10]([C:13]2[N:14]=[N:15][C:16]([NH:19][CH:20]3[CH2:21][C:22]([CH3:29])([CH3:28])[NH:23][C:24]([CH3:26])([CH3:27])[CH2:25]3)=[CH:17][CH:18]=2)=[C:11]([OH:39])[CH:12]=1)(=[O:4])=[O:5]. (2) Given the reactants [F:1][C:2]1[CH:7]=[CH:6][C:5]([N:8]2[CH:12]=[CH:11][CH:10]=[N:9]2)=[CH:4][CH:3]=1.C([Li])CCC.C(O[B:22]1[O:26][C:25]([CH3:28])([CH3:27])[C:24]([CH3:30])([CH3:29])[O:23]1)(C)C.C(O)(=O)C, predict the reaction product. The product is: [F:1][C:2]1[CH:3]=[CH:4][C:5]([N:8]2[C:12]([B:22]3[O:26][C:25]([CH3:28])([CH3:27])[C:24]([CH3:30])([CH3:29])[O:23]3)=[CH:11][CH:10]=[N:9]2)=[CH:6][CH:7]=1. (3) Given the reactants Cl[C:2]1[C:7]([C:8]2[CH:13]=[CH:12][CH:11]=[C:10]([N+:14]([O-:16])=[O:15])[CH:9]=2)=[N:6][N:5]([CH3:17])[C:4](=[O:18])[C:3]=1[C:19]([O:21][CH2:22][CH3:23])=[O:20].[CH3:24][NH2:25].CCO, predict the reaction product. The product is: [CH3:17][N:5]1[C:4](=[O:18])[C:3]([C:19]([O:21][CH2:22][CH3:23])=[O:20])=[C:2]([NH:25][CH3:24])[C:7]([C:8]2[CH:13]=[CH:12][CH:11]=[C:10]([N+:14]([O-:16])=[O:15])[CH:9]=2)=[N:6]1. (4) Given the reactants [SH:1][C:2]1[CH:7]=[CH:6][C:5]([OH:8])=[CH:4][CH:3]=1.[C:9](=O)([O-])[O-].[K+].[K+].IC, predict the reaction product. The product is: [CH3:9][S:1][C:2]1[CH:7]=[CH:6][C:5]([OH:8])=[CH:4][CH:3]=1.